Task: Predict which catalyst facilitates the given reaction.. Dataset: Catalyst prediction with 721,799 reactions and 888 catalyst types from USPTO (1) Reactant: [Cl:1][C:2]1[N:3]=[C:4]([C:9]([NH:11][C:12]2[CH:13]=[C:14]3[C:18](=[CH:19][CH:20]=2)[CH2:17][N:16]([C:21]2[S:22][C:23]([C:26]([O:28]CC)=[O:27])=[CH:24][N:25]=2)[CH2:15]3)=[O:10])[NH:5][C:6]=1[CH2:7][CH3:8].[OH-].[Li+].CO. Product: [Cl:1][C:2]1[N:3]=[C:4]([C:9]([NH:11][C:12]2[CH:13]=[C:14]3[C:18](=[CH:19][CH:20]=2)[CH2:17][N:16]([C:21]2[S:22][C:23]([C:26]([OH:28])=[O:27])=[CH:24][N:25]=2)[CH2:15]3)=[O:10])[NH:5][C:6]=1[CH2:7][CH3:8]. The catalyst class is: 4. (2) Reactant: Cl.[CH3:2][N:3]([CH3:13])[C:4](=[O:12])[C@H:5]([CH2:7][S:8]([CH3:11])(=[O:10])=[O:9])[NH2:6].C(N(CC)CC)C.S=[C:22]1[CH2:26][S:25][C:24](=[O:27])[NH:23]1. Product: [CH3:2][N:3]([CH3:13])[C:4](=[O:12])[C@H:5]([CH2:7][S:8]([CH3:11])(=[O:9])=[O:10])[NH:6][C:22]1[CH2:26][S:25][C:24](=[O:27])[N:23]=1. The catalyst class is: 8.